From a dataset of Catalyst prediction with 721,799 reactions and 888 catalyst types from USPTO. Predict which catalyst facilitates the given reaction. (1) Reactant: Cl.Cl.[NH2:3][C@@H:4]1[CH2:8][CH2:7][N:6]([C:9]2[N:17]=[C:16]3[C:12]([N:13]=[CH:14][N:15]3[C@@H:18]3[CH2:22][C@H:21]([NH:23][C:24](=[O:27])[CH2:25][CH3:26])[C@@H:20]([OH:28])[C@H:19]3[OH:29])=[C:11]([NH:30][CH2:31][CH:32]([C:39]3[CH:44]=[CH:43][CH:42]=[CH:41][CH:40]=3)[C:33]3[CH:38]=[CH:37][CH:36]=[CH:35][CH:34]=3)[N:10]=2)[CH2:5]1. Product: [NH2:3][C@@H:4]1[CH2:8][CH2:7][N:6]([C:9]2[N:17]=[C:16]3[C:12]([N:13]=[CH:14][N:15]3[C@@H:18]3[CH2:22][C@H:21]([NH:23][C:24](=[O:27])[CH2:25][CH3:26])[C@@H:20]([OH:28])[C@H:19]3[OH:29])=[C:11]([NH:30][CH2:31][CH:32]([C:39]3[CH:40]=[CH:41][CH:42]=[CH:43][CH:44]=3)[C:33]3[CH:34]=[CH:35][CH:36]=[CH:37][CH:38]=3)[N:10]=2)[CH2:5]1. The catalyst class is: 8. (2) Reactant: [NH2:1][C:2]1[CH:11]=[C:10]2[C:5]([CH:6]=[CH:7][C:8]([C:12]([NH:14][C:15]3[CH:16]=[C:17]([CH:21]=[CH:22][CH:23]=3)[C:18]([OH:20])=[O:19])=[O:13])=[CH:9]2)=[CH:4][CH:3]=1.[OH-:24].[Na+].ClC(Cl)(O[C:30](=[O:36])[O:31]C(Cl)(Cl)Cl)Cl.Cl.[CH2:39]1[CH2:43][O:42][CH2:41][CH2:40]1. Product: [C:18]([C:17]1[CH:16]=[C:15]([NH:14][C:12]([C:8]2[CH:9]=[C:10]3[C:5]([CH:4]=[CH:3][C:2]([NH:1][C:12]([NH:14][C:15]4[CH:16]=[C:41]5[C:21]([CH:17]=[CH:18][C:39]([C:43]([NH:1][C:2]6[CH:11]=[C:10]([CH:5]=[CH:4][CH:3]=6)[C:30]([OH:31])=[O:36])=[O:42])=[CH:40]5)=[CH:22][CH:23]=4)=[O:24])=[CH:11]3)=[CH:6][CH:7]=2)=[O:13])[CH:23]=[CH:22][CH:21]=1)([OH:20])=[O:19]. The catalyst class is: 6. (3) Reactant: [Br:1][C:2]1[CH:17]=[C:16]([S:18]([CH2:21][CH3:22])(=[O:20])=[O:19])[CH:15]=[CH:14][C:3]=1[O:4][C:5]1[C:10]([CH3:11])=[CH:9][CH:8]=[CH:7][C:6]=1[CH2:12]Br.[NH:23]1[CH2:27][CH2:26][CH2:25][C:24]1=[O:28].[H-].[Na+]. Product: [Br:1][C:2]1[CH:17]=[C:16]([S:18]([CH2:21][CH3:22])(=[O:20])=[O:19])[CH:15]=[CH:14][C:3]=1[O:4][C:5]1[C:10]([CH3:11])=[CH:9][CH:8]=[CH:7][C:6]=1[CH2:12][N:23]1[CH2:27][CH2:26][CH2:25][C:24]1=[O:28]. The catalyst class is: 7. (4) Reactant: [C:1]([O:5][C:6]([NH:8][CH2:9][CH:10]([C:12]1[CH:20]=[CH:19][C:15]([C:16]([OH:18])=O)=[CH:14][N:13]=1)[OH:11])=[O:7])([CH3:4])([CH3:3])[CH3:2].C(N(C(C)C)CC)(C)C.F[B-](F)(F)F.N1(OC(=[N+](C)C)N(C)C)C2C=CC=CC=2N=N1.[CH2:52]([NH2:59])[C:53]1[CH:58]=[CH:57][CH:56]=[CH:55][CH:54]=1. Product: [C:1]([O:5][C:6](=[O:7])[NH:8][CH2:9][CH:10]([C:12]1[CH:20]=[CH:19][C:15]([C:16](=[O:18])[NH:59][CH2:52][C:53]2[CH:58]=[CH:57][CH:56]=[CH:55][CH:54]=2)=[CH:14][N:13]=1)[OH:11])([CH3:2])([CH3:3])[CH3:4]. The catalyst class is: 329. (5) Reactant: [Br:1][C:2]1[N:7]2[CH:8]=[N:9][CH:10]=[C:6]2[C:5]([OH:11])=[N:4][C:3]=1[Cl:12].O[CH2:14][C@@H:15]1[CH2:20][CH2:19][CH2:18][N:17]([C:21]([O:23][C:24]([CH3:27])([CH3:26])[CH3:25])=[O:22])[CH2:16]1.C1(P(C2C=CC=CC=2)C2C=CC=CC=2)C=CC=CC=1.N(C(OCC)=O)=NC(OCC)=O. Product: [Br:1][C:2]1[N:7]2[CH:8]=[N:9][CH:10]=[C:6]2[C:5]([O:11][CH2:14][C@@H:15]2[CH2:20][CH2:19][CH2:18][N:17]([C:21]([O:23][C:24]([CH3:25])([CH3:27])[CH3:26])=[O:22])[CH2:16]2)=[N:4][C:3]=1[Cl:12]. The catalyst class is: 133. (6) Reactant: [NH2:1][C:2]1[C:7]([F:8])=[CH:6][C:5]([CH:9](C(OCC)=O)[C:10]([O:12][CH2:13][CH3:14])=[O:11])=[CH:4][C:3]=1[F:20].[OH-].[Na+]. Product: [NH2:1][C:2]1[C:3]([F:20])=[CH:4][C:5]([CH2:9][C:10]([O:12][CH2:13][CH3:14])=[O:11])=[CH:6][C:7]=1[F:8]. The catalyst class is: 40. (7) Reactant: [CH3:1][C:2]1[N:7]=[C:6]2[NH:8][CH:9]=[CH:10][C:5]2=[C:4]([C:11]2[CH:16]=[CH:15][C:14]([CH3:17])=[CH:13][CH:12]=2)[C:3]=1[C:18]([O:20][CH3:21])=[O:19].C1(P(C2C=CC=CC=2)C2C=CC=CC=2)C=CC=CC=1.[F:41][C:42]1[CH:47]=[CH:46][C:45]([C@@H:48](O)[CH3:49])=[CH:44][CH:43]=1.CC(OC(/N=N/C(OC(C)C)=O)=O)C. Product: [F:41][C:42]1[CH:47]=[CH:46][C:45]([C@H:48]([N:8]2[C:6]3=[N:7][C:2]([CH3:1])=[C:3]([C:18]([O:20][CH3:21])=[O:19])[C:4]([C:11]4[CH:12]=[CH:13][C:14]([CH3:17])=[CH:15][CH:16]=4)=[C:5]3[CH:10]=[CH:9]2)[CH3:49])=[CH:44][CH:43]=1. The catalyst class is: 7.